Dataset: Full USPTO retrosynthesis dataset with 1.9M reactions from patents (1976-2016). Task: Predict the reactants needed to synthesize the given product. (1) Given the product [C:1]([N:13]1[CH2:18][CH2:17][CH2:16][CH2:15][CH2:14]1)(=[O:12])/[CH:2]=[CH:3]/[CH2:4][CH2:5][CH2:6][CH2:7][CH2:8][CH2:9][CH3:10], predict the reactants needed to synthesize it. The reactants are: [C:1]([OH:12])(=O)/[CH:2]=[CH:3]/[CH2:4][CH2:5][CH2:6][CH2:7][CH2:8][CH2:9][CH3:10].[NH:13]1[CH2:18][CH2:17][CH2:16][CH2:15][CH2:14]1. (2) Given the product [C:1]12([CH2:11][O:12][C:13]3[C:21]([CH:22]4[CH2:23][CH2:24]4)=[CH:20][C:16]([C:17]([NH:43][S:40]([CH2:39][CH2:38][O:37][CH3:36])(=[O:42])=[O:41])=[O:19])=[CH:15][N:14]=3)[CH2:10][CH:5]3[CH2:4][CH:3]([CH2:9][CH:7]([CH2:6]3)[CH2:8]1)[CH2:2]2, predict the reactants needed to synthesize it. The reactants are: [C:1]12([CH2:11][O:12][C:13]3[C:21]([CH:22]4[CH2:24][CH2:23]4)=[CH:20][C:16]([C:17]([OH:19])=O)=[CH:15][N:14]=3)[CH2:10][CH:5]3[CH2:6][CH:7]([CH2:9][CH:3]([CH2:4]3)[CH2:2]1)[CH2:8]2.C(N=C=NCCCN(C)C)C.[CH3:36][O:37][CH2:38][CH2:39][S:40]([NH2:43])(=[O:42])=[O:41]. (3) Given the product [F:1][C:2]1[CH:7]=[CH:6][C:5]([C:14]2[CH:22]=[C:21]3[C:17]([C:18]([NH:31][C:32](=[O:36])[CH2:33][CH2:34][CH3:35])=[N:19][N:20]3[CH2:23][O:24][CH2:25][CH2:26][Si:27]([CH3:30])([CH3:28])[CH3:29])=[CH:16][CH:15]=2)=[CH:4][CH:3]=1, predict the reactants needed to synthesize it. The reactants are: [F:1][C:2]1[CH:7]=[CH:6][C:5](B(O)O)=[CH:4][CH:3]=1.[F-].[Cs+].Cl[C:14]1[CH:22]=[C:21]2[C:17]([C:18]([NH:31][C:32](=[O:36])[CH2:33][CH2:34][CH3:35])=[N:19][N:20]2[CH2:23][O:24][CH2:25][CH2:26][Si:27]([CH3:30])([CH3:29])[CH3:28])=[CH:16][CH:15]=1. (4) Given the product [CH3:62][N:60]([CH3:61])[CH2:59][CH2:58][CH2:57][C:56]([O:55][CH:36]([CH2:37][CH2:38][CH2:39][CH2:40][CH2:41][CH2:42][CH2:43][CH2:44]/[CH:45]=[CH:46]\[CH2:47]/[CH:48]=[CH:49]\[CH2:50][CH2:51][CH2:52][CH2:53][CH3:54])[CH2:35][CH2:34][CH2:33][CH2:32][CH2:31][CH2:30][CH2:29][CH2:28]/[CH:27]=[CH:26]\[CH2:25][C@H:19]([OH:18])[CH2:20][CH2:21][CH2:22][CH2:23][CH3:24])=[O:63], predict the reactants needed to synthesize it. The reactants are: [Si]([O:18][C@@H:19]([CH2:25]/[CH:26]=[CH:27]\[CH2:28][CH2:29][CH2:30][CH2:31][CH2:32][CH2:33][CH2:34][CH2:35][CH:36]([O:55][C:56](=[O:63])[CH2:57][CH2:58][CH2:59][N:60]([CH3:62])[CH3:61])[CH2:37][CH2:38][CH2:39][CH2:40][CH2:41][CH2:42][CH2:43][CH2:44]/[CH:45]=[CH:46]\[CH2:47]/[CH:48]=[CH:49]\[CH2:50][CH2:51][CH2:52][CH2:53][CH3:54])[CH2:20][CH2:21][CH2:22][CH2:23][CH3:24])(C(C)(C)C)(C1C=CC=CC=1)C1C=CC=CC=1.CO.C(Cl)Cl. (5) Given the product [CH2:1]([O:8][C:9]([NH:11][C:12]1[C:13]([C:23]([OH:25])=[O:24])=[N:14][C:15]2[C:20]([CH:21]=1)=[CH:19][CH:18]=[C:17]([N:28]1[CH2:33][CH2:32][O:31][CH2:30][C:29]1=[O:34])[CH:16]=2)=[O:10])[C:2]1[CH:3]=[CH:4][CH:5]=[CH:6][CH:7]=1, predict the reactants needed to synthesize it. The reactants are: [CH2:1]([O:8][C:9]([NH:11][C:12]1[C:13]([C:23]([O:25]CC)=[O:24])=[N:14][C:15]2[C:20]([CH:21]=1)=[CH:19][CH:18]=[C:17](Br)[CH:16]=2)=[O:10])[C:2]1[CH:7]=[CH:6][CH:5]=[CH:4][CH:3]=1.[NH:28]1[CH2:33][CH2:32][O:31][CH2:30][C:29]1=[O:34].C1(P(C2C=CC=CC=2)C2C3OC4C(=CC=CC=4P(C4C=CC=CC=4)C4C=CC=CC=4)C(C)(C)C=3C=CC=2)C=CC=CC=1.C([O-])([O-])=O.[Cs+].[Cs+]. (6) Given the product [Cl:14][C:13]1[C:3]2[CH2:2][N:27]([CH2:26][C:23]3[CH:24]=[N:25][C:20]([O:19][CH2:18][CH:17]([F:29])[F:16])=[C:21]([CH3:28])[CH:22]=3)[C:5](=[O:7])[C:4]=2[CH:10]=[CH:11][N:12]=1, predict the reactants needed to synthesize it. The reactants are: Br[CH2:2][C:3]1[C:13]([Cl:14])=[N:12][CH:11]=[CH:10][C:4]=1[C:5]([O:7]CC)=O.Cl.[F:16][CH:17]([F:29])[CH2:18][O:19][C:20]1[N:25]=[CH:24][C:23]([CH2:26][NH2:27])=[CH:22][C:21]=1[CH3:28].